This data is from Full USPTO retrosynthesis dataset with 1.9M reactions from patents (1976-2016). The task is: Predict the reactants needed to synthesize the given product. (1) Given the product [OH:1][C:2]1[CH:3]=[C:4]2[C:9](=[CH:10][CH:11]=1)[C:8]([C:12]([NH:16][CH3:15])=[O:14])=[CH:7][CH:6]=[CH:5]2, predict the reactants needed to synthesize it. The reactants are: [OH:1][C:2]1[CH:3]=[C:4]2[C:9](=[CH:10][CH:11]=1)[C:8]([C:12]([OH:14])=O)=[CH:7][CH:6]=[CH:5]2.[CH3:15][NH2:16].C1COCC1. (2) The reactants are: [Br:1][C:2]1[CH:3]=[C:4]2[C:9](=[N:10][CH:11]=1)[N:8]([CH2:12][CH3:13])[CH:7]=[C:6]([C:14]([OH:16])=[O:15])[C:5]2=[O:17].[CH2:18](O)[CH2:19][OH:20].C1(P(C2C=CC=CC=2)C2C=CC=CC=2)C=CC=CC=1.N(C(OCC)=O)=NC(OCC)=O. Given the product [Br:1][C:2]1[CH:3]=[C:4]2[C:9](=[N:10][CH:11]=1)[N:8]([CH2:12][CH3:13])[CH:7]=[C:6]([C:14]([O:16][CH2:18][CH2:19][OH:20])=[O:15])[C:5]2=[O:17], predict the reactants needed to synthesize it. (3) Given the product [F:16][C:15]([F:18])([F:17])[O:14][C:11]1[CH:12]=[CH:13][C:8]([C:5]2[CH:4]=[N:3][C:2]([C:24]3[CH:25]=[CH:26][C:21]([CH:19]=[O:20])=[CH:22][CH:23]=3)=[N:7][CH:6]=2)=[CH:9][CH:10]=1, predict the reactants needed to synthesize it. The reactants are: Cl[C:2]1[N:7]=[CH:6][C:5]([C:8]2[CH:13]=[CH:12][C:11]([O:14][C:15]([F:18])([F:17])[F:16])=[CH:10][CH:9]=2)=[CH:4][N:3]=1.[CH:19]([C:21]1[CH:26]=[CH:25][C:24](B(O)O)=[CH:23][CH:22]=1)=[O:20].C(=O)([O-])[O-].[K+].[K+]. (4) Given the product [Cl:34][C:29]1[CH:28]=[C:27]([NH:26][C:24](=[O:25])[C:23]2[CH:35]=[CH:36][C:37]([O:38][CH3:39])=[C:21]([NH:20][C:4](=[O:5])[CH2:3][C:2]([CH3:19])([CH3:18])[CH3:1])[CH:22]=2)[CH:32]=[CH:31][C:30]=1[Cl:33], predict the reactants needed to synthesize it. The reactants are: [CH3:1][C:2]([CH3:19])([CH3:18])[CH2:3][C:4](NC1C=C(OC)C=CC=1C(N)=O)=[O:5].[NH2:20][C:21]1[CH:22]=[C:23]([CH:35]=[CH:36][C:37]=1[O:38][CH3:39])[C:24]([NH:26][C:27]1[CH:32]=[CH:31][C:30]([Cl:33])=[C:29]([Cl:34])[CH:28]=1)=[O:25]. (5) Given the product [NH2:9][C:10]1[CH:15]=[CH:14][N:13]([CH:16]2[O:17][CH:18]([CH:30]=[CH:31][P:32](=[O:33])([OH:34])[OH:37])[CH2:19][CH:20]2[OH:21])[C:12](=[O:40])[CH:11]=1, predict the reactants needed to synthesize it. The reactants are: C([NH:9][C:10]1[CH:15]=[CH:14][N:13]([CH:16]2[CH:20]([O:21]C(=O)C3C=CC=CC=3)[CH2:19][CH:18]([CH:30]=[CH:31][P:32]([O:37]CC)([O:34]CC)=[O:33])[O:17]2)[C:12](=[O:40])[CH:11]=1)(=O)C1C=CC=CC=1.NC1NC(=O)C2N=NN(C3OC(C=CP(=O)(O)O)CC3O)C=2N=1. (6) Given the product [CH3:1][O:2][C:3]1[CH:8]=[CH:7][C:6]([CH2:9][CH2:10][CH2:11][O:12][CH:13]2[CH2:18][CH2:17][CH2:16][CH2:15][O:14]2)=[CH:5][C:4]=1[CH3:19], predict the reactants needed to synthesize it. The reactants are: [CH3:1][O:2][C:3]1[CH:8]=[CH:7][C:6]([C:9]#[C:10][CH2:11][O:12][CH:13]2[CH2:18][CH2:17][CH2:16][CH2:15][O:14]2)=[CH:5][C:4]=1[CH3:19]. (7) Given the product [C:1]([O:5][C:6](=[O:29])[CH2:7][CH2:8][N:9]1[CH2:14][CH2:13][O:12][CH:11]([C:15]2[CH:16]=[CH:17][C:18]([S:32][C:30](=[O:33])[CH3:31])=[CH:19][CH:20]=2)[CH2:10]1)([CH3:2])([CH3:3])[CH3:4], predict the reactants needed to synthesize it. The reactants are: [C:1]([O:5][C:6](=[O:29])[CH2:7][CH2:8][N:9]1[CH2:14][CH2:13][O:12][CH:11]([C:15]2[CH:20]=[CH:19][C:18](OS(C(F)(F)F)(=O)=O)=[CH:17][CH:16]=2)[CH2:10]1)([CH3:4])([CH3:3])[CH3:2].[C:30]([O-:33])(=[S:32])[CH3:31].[K+]. (8) Given the product [C:1]([O:9][C@H:10]([C:12]1[CH:20]=[CH:19][CH:18]=[C:17]2[C:13]=1[C:14]([F:30])([F:29])[C:15](=[O:28])[NH:16]2)[CH3:11])(=[O:8])[C:2]1[CH:3]=[CH:4][CH:5]=[CH:6][CH:7]=1, predict the reactants needed to synthesize it. The reactants are: [C:1]([O:9][C@H:10]([C:12]1[CH:20]=[CH:19][CH:18]=[C:17]2[C:13]=1[C:14]([F:30])([F:29])[C:15](=[O:28])[N:16]2C(OC(C)(C)C)=O)[CH3:11])(=[O:8])[C:2]1[CH:7]=[CH:6][CH:5]=[CH:4][CH:3]=1.FC(F)(F)C(O)=O. (9) Given the product [Cl:17][C:15]1[N:14]=[CH:13][N:12]=[C:11]([NH:26][C:25]2[CH:27]=[CH:28][CH:29]=[C:23]([CH2:22][S:19]([CH3:18])(=[O:21])=[O:20])[CH:24]=2)[N:16]=1, predict the reactants needed to synthesize it. The reactants are: CCN(C(C)C)C(C)C.Cl[C:11]1[N:16]=[C:15]([Cl:17])[N:14]=[CH:13][N:12]=1.[CH3:18][S:19]([CH2:22][C:23]1[CH:24]=[C:25]([CH:27]=[CH:28][CH:29]=1)[NH2:26])(=[O:21])=[O:20]. (10) Given the product [F:14][C:15]1[CH:16]=[CH:17][C:18]([C:19]([CH:21]2[CH2:22][CH2:23][N:24]([CH2:27][C:28]([NH:1][CH2:2][C:3]3[NH:4][C:5](=[O:13])[C:6]4[CH2:12][O:11][CH2:10][CH2:9][C:7]=4[N:8]=3)=[O:29])[CH2:25][CH2:26]2)=[O:20])=[CH:31][CH:32]=1, predict the reactants needed to synthesize it. The reactants are: [NH2:1][CH2:2][C:3]1[NH:4][C:5](=[O:13])[C:6]2[CH2:12][O:11][CH2:10][CH2:9][C:7]=2[N:8]=1.[F:14][C:15]1[CH:32]=[CH:31][C:18]([C:19]([CH:21]2[CH2:26][CH2:25][N:24]([CH2:27][C:28](O)=[O:29])[CH2:23][CH2:22]2)=[O:20])=[CH:17][CH:16]=1.Cl.CN(C)CCCN=C=NCC.ON1C2C=CC=CC=2N=N1.C(N(CC)CC)C.